From a dataset of Full USPTO retrosynthesis dataset with 1.9M reactions from patents (1976-2016). Predict the reactants needed to synthesize the given product. (1) Given the product [CH2:33]([N:25]([CH2:26][C:27]1[CH:32]=[CH:31][CH:30]=[CH:29][CH:28]=1)[CH2:24][C:7]([F:14])([F:13])[C:8]([O:10][CH2:11][CH3:12])=[O:9])[C:34]1[CH:39]=[CH:38][CH:37]=[CH:36][CH:35]=1, predict the reactants needed to synthesize it. The reactants are: [Si](Cl)(C)(C)C.Br[C:7]([F:14])([F:13])[C:8]([O:10][CH2:11][CH3:12])=[O:9].N1([CH2:24][N:25]([CH2:33][C:34]2[CH:39]=[CH:38][CH:37]=[CH:36][CH:35]=2)[CH2:26][C:27]2[CH:32]=[CH:31][CH:30]=[CH:29][CH:28]=2)C2C=CC=CC=2N=N1. (2) Given the product [C:19]([O:18][C:16]([N:12]1[C:13]2[C:8](=[CH:7][C:6]([C:4]([OH:5])=[O:3])=[CH:15][CH:14]=2)[N:9]([S:23]([C:26]2[CH:31]=[C:30]([Cl:32])[CH:29]=[CH:28][C:27]=2[O:33][CH3:34])(=[O:25])=[O:24])[CH2:10][CH2:11]1)=[O:17])([CH3:22])([CH3:21])[CH3:20], predict the reactants needed to synthesize it. The reactants are: C([O:3][C:4]([C:6]1[CH:7]=[C:8]2[C:13](=[CH:14][CH:15]=1)[N:12]([C:16]([O:18][C:19]([CH3:22])([CH3:21])[CH3:20])=[O:17])[CH2:11][CH2:10][N:9]2[S:23]([C:26]1[CH:31]=[C:30]([Cl:32])[CH:29]=[CH:28][C:27]=1[O:33][CH3:34])(=[O:25])=[O:24])=[O:5])C.[OH-].[Na+]. (3) The reactants are: [CH:1]([N:4]1[CH:12]([C:13]2[CH:18]=[CH:17][C:16]([O:19]C)=[CH:15][CH:14]=2)[C:11]2[C:6](=[C:7]([CH3:21])[CH:8]=[CH:9][CH:10]=2)[NH:5]1)([CH3:3])[CH3:2].B(Br)(Br)Br.C1CCCCC=1. Given the product [CH:1]([N:4]1[CH:12]([C:13]2[CH:14]=[CH:15][C:16]([OH:19])=[CH:17][CH:18]=2)[C:11]2[C:6](=[C:7]([CH3:21])[CH:8]=[CH:9][CH:10]=2)[NH:5]1)([CH3:3])[CH3:2], predict the reactants needed to synthesize it. (4) Given the product [Br:1][C:2]1[CH:7]=[CH:6][CH:5]=[C:4]([CH2:8][CH2:9][N:10]2[CH2:15][CH2:14][N:13]([C:16]3[CH:25]=[CH:24][CH:23]=[C:22]4[C:17]=3[CH:18]=[CH:19][C:20]([CH3:26])=[N:21]4)[CH2:12][CH2:11]2)[C:3]=1[O:27][CH2:29][C:30]([NH2:32])=[O:31], predict the reactants needed to synthesize it. The reactants are: [Br:1][C:2]1[CH:7]=[CH:6][CH:5]=[C:4]([CH2:8][CH2:9][N:10]2[CH2:15][CH2:14][N:13]([C:16]3[CH:25]=[CH:24][CH:23]=[C:22]4[C:17]=3[CH:18]=[CH:19][C:20]([CH3:26])=[N:21]4)[CH2:12][CH2:11]2)[C:3]=1[OH:27].Br[CH2:29][C:30]([NH2:32])=[O:31].C([O-])([O-])=O.[K+].[K+]. (5) Given the product [F:1][C:2]([C:5]1[N:9]([C:10]2[CH:11]=[C:12]([CH:16]=[C:17]([C:19]3[CH:24]=[CH:23][C:22]([CH3:25])=[CH:21][N:20]=3)[CH:18]=2)[C:13]([NH:26][C@@H:27]([CH3:30])[CH2:28][OH:29])=[O:14])[N:8]=[N:7][N:6]=1)([F:4])[CH3:3], predict the reactants needed to synthesize it. The reactants are: [F:1][C:2]([C:5]1[N:9]([C:10]2[CH:11]=[C:12]([CH:16]=[C:17]([C:19]3[CH:24]=[CH:23][C:22]([CH3:25])=[CH:21][N:20]=3)[CH:18]=2)[C:13](O)=[O:14])[N:8]=[N:7][N:6]=1)([F:4])[CH3:3].[NH2:26][C@H:27]([CH3:30])[CH2:28][OH:29]. (6) The reactants are: [C:1]([OH:24])(=O)[CH2:2][CH2:3]/[CH:4]=[CH:5]\[CH2:6]/[CH:7]=[CH:8]\[CH2:9]/[CH:10]=[CH:11]\[CH2:12]/[CH:13]=[CH:14]\[CH2:15]/[CH:16]=[CH:17]\[CH2:18]/[CH:19]=[CH:20]\[CH2:21][CH3:22].C[N:26](C(ON1N=NC2C=CC=NC1=2)=[N+](C)C)C.F[P-](F)(F)(F)(F)F.CCN(C(C)C)C(C)C. Given the product [C:1]([NH2:26])(=[O:24])[CH2:2][CH2:3][CH:4]=[CH:5][CH2:6][CH:7]=[CH:8][CH2:9][CH:10]=[CH:11][CH2:12][CH:13]=[CH:14][CH2:15][CH:16]=[CH:17][CH2:18][CH:19]=[CH:20][CH2:21][CH3:22], predict the reactants needed to synthesize it.